This data is from Full USPTO retrosynthesis dataset with 1.9M reactions from patents (1976-2016). The task is: Predict the reactants needed to synthesize the given product. (1) Given the product [C:29]1([C:38]2[CH:39]=[CH:40][CH:41]=[CH:42][CH:43]=2)[CH:30]=[CH:31][C:32](/[CH:35]=[N:36]/[O:37][CH2:13][CH2:12][CH2:11][O:10][C:7]2[CH:8]=[CH:9][C:4]([C:3]([OH:2])=[O:28])=[C:5]([NH:15][C:16](=[O:27])[C:17]3[CH:22]=[CH:21][CH:20]=[CH:19][C:18]=3[C:23]([F:25])([F:26])[F:24])[CH:6]=2)=[CH:33][CH:34]=1, predict the reactants needed to synthesize it. The reactants are: C[O:2][C:3](=[O:28])[C:4]1[CH:9]=[CH:8][C:7]([O:10][CH2:11][CH2:12][CH2:13]Br)=[CH:6][C:5]=1[NH:15][C:16](=[O:27])[C:17]1[CH:22]=[CH:21][CH:20]=[CH:19][C:18]=1[C:23]([F:26])([F:25])[F:24].[C:29]1([C:38]2[CH:43]=[CH:42][CH:41]=[CH:40][CH:39]=2)[CH:34]=[CH:33][C:32]([CH:35]=[N:36][OH:37])=[CH:31][CH:30]=1. (2) Given the product [Cl:23][C:24]1[CH:25]=[C:26]2[C:30](=[CH:31][CH:32]=1)[NH:29][CH:28]=[C:27]2[CH2:33][CH2:34][NH:35][C:11]([C:8]1[N:7]=[C:6]([CH2:5][C:4]2[CH:16]=[C:17]([O:20][CH3:21])[CH:18]=[CH:19][C:3]=2[O:2][CH3:1])[O:10][N:9]=1)=[O:13], predict the reactants needed to synthesize it. The reactants are: [CH3:1][O:2][C:3]1[CH:19]=[CH:18][C:17]([O:20][CH3:21])=[CH:16][C:4]=1[CH2:5][C:6]1[O:10][N:9]=[C:8]([C:11]([O:13]CC)=O)[N:7]=1.Cl.[Cl:23][C:24]1[CH:25]=[C:26]2[C:30](=[CH:31][CH:32]=1)[NH:29][CH:28]=[C:27]2[CH2:33][CH2:34][NH2:35].CN(C(ON1N=NC2C=CC=NC1=2)=[N+](C)C)C.F[P-](F)(F)(F)(F)F.C(N(CC)C(C)C)(C)C. (3) Given the product [Cl:1][C:2]1[CH:7]=[CH:6][CH:5]=[CH:4][C:3]=1[C@H:8]([O:10][C:11]1[CH:15]=[C:14]([N:16]2[C:20]3[CH:21]=[CH:22][C:23]([C:38]4[N:42]([CH3:43])[CH:41]=[N:40][CH:39]=4)=[CH:24][C:19]=3[N:18]=[CH:17]2)[S:13][C:12]=1[C:34]([NH2:36])=[O:35])[CH3:9], predict the reactants needed to synthesize it. The reactants are: [Cl:1][C:2]1[CH:7]=[CH:6][CH:5]=[CH:4][C:3]=1[C@H:8]([O:10][C:11]1[CH:15]=[C:14]([N:16]2[C:20]3[CH:21]=[CH:22][C:23](B4OC(C)(C)C(C)(C)O4)=[CH:24][C:19]=3[N:18]=[CH:17]2)[S:13][C:12]=1[C:34]([NH2:36])=[O:35])[CH3:9].Br[C:38]1[N:42]([CH3:43])[CH:41]=[N:40][CH:39]=1. (4) Given the product [NH2:12][CH2:11][CH2:10][C@H:9]([C:20]1[CH:25]=[CH:24][CH:23]=[C:22]([O:26][CH2:27][C:28]2[CH:33]=[CH:32][CH:31]=[C:30]([CH3:34])[N:29]=2)[CH:21]=1)[OH:8], predict the reactants needed to synthesize it. The reactants are: Cl.O1CCOCC1.[OH:8][C@@H:9]([C:20]1[CH:25]=[CH:24][CH:23]=[C:22]([O:26][CH2:27][C:28]2[CH:33]=[CH:32][CH:31]=[C:30]([CH3:34])[N:29]=2)[CH:21]=1)[CH2:10][CH2:11][NH:12]C(=O)OC(C)(C)C. (5) Given the product [F:1][C:2]1[CH:3]=[CH:4][C:5]([CH2:8][C:9]2[CH:18]=[C:17]3[C:12]([C:13]([OH:29])=[C:14]([C:24]([NH:30][CH2:31][C@@H:32]([OH:34])[CH3:33])=[O:25])[C:15](=[O:23])[N:16]3[CH2:19][CH2:20][CH2:21][OH:22])=[N:11][CH:10]=2)=[CH:6][CH:7]=1, predict the reactants needed to synthesize it. The reactants are: [F:1][C:2]1[CH:7]=[CH:6][C:5]([CH2:8][C:9]2[CH:18]=[C:17]3[C:12]([C:13]([OH:29])=[C:14]([C:24](OCC)=[O:25])[C:15](=[O:23])[N:16]3[CH2:19][CH2:20][CH2:21][OH:22])=[N:11][CH:10]=2)=[CH:4][CH:3]=1.[NH2:30][CH2:31][C@@H:32]([OH:34])[CH3:33].